From a dataset of Full USPTO retrosynthesis dataset with 1.9M reactions from patents (1976-2016). Predict the reactants needed to synthesize the given product. (1) Given the product [CH3:8][N:6]1[C:5](=[O:9])[C:4]([NH:10][C:11]2[CH:20]=[C:14]3[CH2:15][N:16]([CH3:19])[CH2:17][CH2:18][N:13]3[N:12]=2)=[CH:3][C:2]([B:21]([OH:25])[OH:22])=[N:7]1, predict the reactants needed to synthesize it. The reactants are: Cl[C:2]1[CH:3]=[C:4]([NH:10][C:11]2[CH:20]=[C:14]3[CH2:15][N:16]([CH3:19])[CH2:17][CH2:18][N:13]3[N:12]=2)[C:5](=[O:9])[N:6]([CH3:8])[N:7]=1.[B:21]1(B2OC(C)(C)C(C)(C)O2)[O:25]C(C)(C)C(C)(C)[O:22]1.CC(C1C=C(C(C)C)C(C2C=CC=CC=2P(C2CCCCC2)C2CCCCC2)=C(C(C)C)C=1)C.C([O-])(=O)C.[K+]. (2) Given the product [OH:1][C:2]1[CH:3]=[C:4]2[C:9](=[CH:10][CH:11]=1)[CH:8]=[N:7][C:6]([C:12]([O:14][CH3:19])=[O:13])=[CH:5]2, predict the reactants needed to synthesize it. The reactants are: [OH:1][C:2]1[CH:3]=[C:4]2[C:9](=[CH:10][CH:11]=1)[CH2:8][NH:7][CH:6]([C:12]([OH:14])=[O:13])[CH2:5]2.S(Cl)(Cl)=O.[CH3:19]O. (3) Given the product [CH3:1][O:2][C:3](=[O:12])[C:4]1[CH:9]=[CH:8][C:7]([Br:10])=[CH:6][C:5]=1[NH:11][C:16]1[C:17]([Cl:21])=[CH:18][N:19]=[C:14]([Cl:13])[N:15]=1, predict the reactants needed to synthesize it. The reactants are: [CH3:1][O:2][C:3](=[O:12])[C:4]1[CH:9]=[CH:8][C:7]([Br:10])=[CH:6][C:5]=1[NH2:11].[Cl:13][C:14]1[N:19]=[C:18](Cl)[C:17]([Cl:21])=[CH:16][N:15]=1.C(N(C(C)C)C(C)C)C. (4) Given the product [F:1][C:2]1[CH:3]=[CH:4][C:5]([S:8][CH2:9][CH2:10][CH2:11][C:12]([NH:25][C:15]2[C:24]3[C:19](=[CH:20][CH:21]=[CH:22][CH:23]=3)[CH:18]=[CH:17][CH:16]=2)=[O:14])=[CH:6][CH:7]=1, predict the reactants needed to synthesize it. The reactants are: [F:1][C:2]1[CH:7]=[CH:6][C:5]([S:8][CH2:9][CH2:10][CH2:11][C:12]([OH:14])=O)=[CH:4][CH:3]=1.[C:15]1([NH2:25])[C:24]2[C:19](=[CH:20][CH:21]=[CH:22][CH:23]=2)[CH:18]=[CH:17][CH:16]=1. (5) Given the product [CH3:1][O:2][C:3]1[CH:4]=[CH:5][C:6]([C:9]2[N:28]([CH2:20][CH2:21][C:22]3[CH:27]=[CH:26][CH:25]=[CH:24][CH:23]=3)[C:13](=[O:15])[C:12]3[C:11](=[CH:19][CH:18]=[CH:17][CH:16]=3)[N:10]=2)=[CH:7][CH:8]=1, predict the reactants needed to synthesize it. The reactants are: [CH3:1][O:2][C:3]1[CH:8]=[CH:7][C:6]([C:9]2O[C:13](=[O:15])[C:12]3[CH:16]=[CH:17][CH:18]=[CH:19][C:11]=3[N:10]=2)=[CH:5][CH:4]=1.[CH2:20]([NH2:28])[CH2:21][C:22]1[CH:27]=[CH:26][CH:25]=[CH:24][CH:23]=1.